Dataset: Forward reaction prediction with 1.9M reactions from USPTO patents (1976-2016). Task: Predict the product of the given reaction. (1) Given the reactants [S:1]1[C:5]2[CH:6]=[CH:7][C:8]([C:10]([OH:12])=O)=[CH:9][C:4]=2[N:3]=[N:2]1.[N:13]1([CH2:19][CH2:20][O:21][C:22]2[C:31]3[C:26](=[CH:27][CH:28]=[CH:29][CH:30]=3)[C:25]([NH2:32])=[CH:24][CH:23]=2)[CH2:18][CH2:17][O:16][CH2:15][CH2:14]1, predict the reaction product. The product is: [N:13]1([CH2:19][CH2:20][O:21][C:22]2[C:31]3[C:26](=[CH:27][CH:28]=[CH:29][CH:30]=3)[C:25]([NH:32][C:10]([C:8]3[CH:7]=[CH:6][C:5]4[S:1][N:2]=[N:3][C:4]=4[CH:9]=3)=[O:12])=[CH:24][CH:23]=2)[CH2:18][CH2:17][O:16][CH2:15][CH2:14]1. (2) Given the reactants [Br:1][CH:2]([CH3:15])[C:3]([C:5]1[S:9][C:8]2[CH:10]=[CH:11][CH:12]=[C:13]([CH3:14])[C:7]=2[CH:6]=1)=O.[NH:16]1[CH2:20][CH2:19][NH:18][C:17]1=[S:21].C(O)(=O)C, predict the reaction product. The product is: [BrH:1].[CH3:15][C:2]1[S:21][C:17]2=[N:16][CH2:20][CH2:19][N:18]2[C:3]=1[C:5]1[S:9][C:8]2[CH:10]=[CH:11][CH:12]=[C:13]([CH3:14])[C:7]=2[CH:6]=1. (3) Given the reactants [OH:1][CH:2]([C:6]([CH2:11][C:12]([OH:14])=[O:13])([C:8]([OH:10])=[O:9])[OH:7])[C:3]([OH:5])=[O:4].[K].[Ca], predict the reaction product. The product is: [OH:1][CH:2]([C:6]([CH2:11][C:12]([OH:14])=[O:13])([C:8]([OH:10])=[O:9])[OH:7])[C:3]([OH:5])=[O:4]. (4) Given the reactants [CH2:1]([NH:3][C:4]([C:6]1[N:10]2[CH:11]=[C:12]([CH:15]=O)[CH:13]=[CH:14][C:9]2=[N:8][CH:7]=1)=[O:5])[CH3:2].[S:17]1[CH2:21][C:20](=[O:22])[NH:19][C:18]1=[O:23].N1CCCCC1.CC(O)=O, predict the reaction product. The product is: [O:23]=[C:18]1[NH:19][C:20](=[O:22])/[C:21](=[CH:15]/[C:12]2[CH:13]=[CH:14][C:9]3[N:10]([C:6]([C:4]([NH:3][CH2:1][CH3:2])=[O:5])=[CH:7][N:8]=3)[CH:11]=2)/[S:17]1.